This data is from Cav3 T-type calcium channel HTS with 100,875 compounds. The task is: Binary Classification. Given a drug SMILES string, predict its activity (active/inactive) in a high-throughput screening assay against a specified biological target. (1) The compound is Clc1ccc(C2=Nn3c(nnc3SC2)c2n[nH]c3c2CCC3)cc1. The result is 0 (inactive). (2) The drug is O(CC(N(c1c(CC)cccc1C)C(=O)Cn1c2c([nH]c1=O)cccc2)C)C. The result is 0 (inactive). (3) The molecule is O=C(Nc1c(cccc1)C)Cn1cccc1. The result is 0 (inactive).